This data is from NCI-60 drug combinations with 297,098 pairs across 59 cell lines. The task is: Regression. Given two drug SMILES strings and cell line genomic features, predict the synergy score measuring deviation from expected non-interaction effect. (1) Synergy scores: CSS=8.48, Synergy_ZIP=-2.85, Synergy_Bliss=-4.71, Synergy_Loewe=-73.0, Synergy_HSA=-5.10. Drug 2: C(CN)CNCCSP(=O)(O)O. Drug 1: CCC1=C2CN3C(=CC4=C(C3=O)COC(=O)C4(CC)O)C2=NC5=C1C=C(C=C5)O. Cell line: MDA-MB-435. (2) Drug 1: CC(C)(C#N)C1=CC(=CC(=C1)CN2C=NC=N2)C(C)(C)C#N. Drug 2: C(CC(=O)O)C(=O)CN.Cl. Cell line: SNB-75. Synergy scores: CSS=3.64, Synergy_ZIP=-0.491, Synergy_Bliss=1.78, Synergy_Loewe=1.45, Synergy_HSA=0.333.